From a dataset of hERG Central: cardiac toxicity at 1µM, 10µM, and general inhibition. Predict hERG channel inhibition at various concentrations. (1) The molecule is CC(C)=CCOc1ccc2c(C)c(CC(=O)N3C[C@@H]4C[C@H](C3)Cn3c4cccc3=O)c(=O)oc2c1C. Results: hERG_inhib (hERG inhibition (general)): blocker. (2) The drug is Cc1ccc(-c2nnc(SCC(=O)N(C)C)nc2-c2ccc(C)cc2)cc1. Results: hERG_inhib (hERG inhibition (general)): blocker. (3) The drug is CCN(CC)CCSc1nnc2c3ccccc3n(CCc3ccccc3)c2n1. Results: hERG_inhib (hERG inhibition (general)): blocker. (4) The compound is O=C(NCCC[C@H]1CN2C(=NC[C@@H]2C2CCCCC2)N1CCc1ccc(Cl)c(Cl)c1)C1CCC1. Results: hERG_inhib (hERG inhibition (general)): blocker.